This data is from Reaction yield outcomes from USPTO patents with 853,638 reactions. The task is: Predict the reaction yield, written as a fraction of the theoretical maximum amount of product (1.0 means a 100% yield; for example, 0.34 means a 34% yield). (1) The reactants are Br[C:2]1[S:3][C:4]([C:7]2[CH:12]=[CH:11][C:10]([C:13]3[CH:14]=[N:15][N:16]([CH3:18])[CH:17]=3)=[CH:9][C:8]=2[Cl:19])=[N:5][N:6]=1.[CH3:20][N:21]1[CH2:28][C@@H:27]2[C@@H:23]([CH2:24][NH:25][CH2:26]2)[CH2:22]1. The catalyst is CN1C(=O)CCC1.C(Cl)Cl. The product is [Cl:19][C:8]1[CH:9]=[C:10]([C:13]2[CH:14]=[N:15][N:16]([CH3:18])[CH:17]=2)[CH:11]=[CH:12][C:7]=1[C:4]1[S:3][C:2]([N:25]2[CH2:26][C@@H:27]3[C@@H:23]([CH2:22][N:21]([CH3:20])[CH2:28]3)[CH2:24]2)=[N:6][N:5]=1. The yield is 0.130. (2) The reactants are [C:1]([NH:9][C:10]1[CH:33]=[CH:32][N:13]([C@@H:14]2[O:31][C@H:21]([CH2:22][O:23][Si](C(C)(C)C)(C)C)[C@@H:16]([O:17][CH2:18]SC)[CH2:15]2)[C:12](=[O:34])[N:11]=1)(=[O:8])[C:2]1[CH:7]=[CH:6][CH:5]=[CH:4][CH:3]=1.C(NC1C=CN([C@@H]2O[C@H](CO[Si](C(C)(C)C)(C)C)[C@@H](O)C2)C(=O)N=1)(=O)C1C=CC=CC=1.[N-:66]=[N+:67]=[N-:68].[Na+].[NH4+].[F-]. The catalyst is C(Cl)Cl. The product is [C:1]([NH:9][C:10]1[CH:33]=[CH:32][N:13]([C@@H:14]2[O:31][C@H:21]([CH2:22][OH:23])[C@@H:16]([O:17][CH2:18][N:66]=[N+:67]=[N-:68])[CH2:15]2)[C:12](=[O:34])[N:11]=1)(=[O:8])[C:2]1[CH:3]=[CH:4][CH:5]=[CH:6][CH:7]=1. The yield is 0.500. (3) The reactants are [Br:1][C:2]1[C:3](=[O:17])[NH:4][C:5](=[O:16])[N:6]([CH2:8][CH2:9][C:10]2[CH:15]=[CH:14][CH:13]=[CH:12]C=2)[N:7]=1.BrCC1C=CC([O:24][C:25]2[CH:30]=[CH:29][CH:28]=[CH:27][C:26]=2[F:31])=CC=1.C(I)CC1C=CC=CC=1. No catalyst specified. The product is [Br:1][C:2]1[C:3](=[O:17])[NH:4][C:5](=[O:16])[N:6]([CH2:8][C:9]2[CH:10]=[CH:15][C:14]([O:24][C:25]3[CH:30]=[CH:29][CH:28]=[CH:27][C:26]=3[F:31])=[CH:13][CH:12]=2)[N:7]=1. The yield is 0.470. (4) The yield is 0.380. The product is [CH3:1][C:2]1[CH:7]=[CH:6][C:5]([N+:8]([O-:10])=[O:9])=[CH:4][C:3]=1[S:11]([NH2:16])(=[O:13])=[O:12]. The catalyst is C(OCC)C. The reactants are [CH3:1][C:2]1[CH:7]=[CH:6][C:5]([N+:8]([O-:10])=[O:9])=[CH:4][C:3]=1[S:11](Cl)(=[O:13])=[O:12].[OH-].[NH4+:16]. (5) The reactants are [F:1][C:2]1[CH:7]=[CH:6][C:5]([C:8]2[C:16]3[C:11](=[CH:12][CH:13]=[C:14]([C:17]4[NH:18][C:19]([CH2:22][CH2:23][C:24]([O:26]CC)=[O:25])=[N:20][N:21]=4)[CH:15]=3)[NH:10][N:9]=2)=[CH:4][CH:3]=1.O.[OH-].[Li+]. The catalyst is O1CCCC1. The product is [F:1][C:2]1[CH:7]=[CH:6][C:5]([C:8]2[C:16]3[C:11](=[CH:12][CH:13]=[C:14]([C:17]4[NH:18][C:19]([CH2:22][CH2:23][C:24]([OH:26])=[O:25])=[N:20][N:21]=4)[CH:15]=3)[NH:10][N:9]=2)=[CH:4][CH:3]=1. The yield is 0.320. (6) The catalyst is C1(C)C=CC=CC=1. The yield is 0.340. The reactants are Br[C:2]1[CH:3]=[C:4]([CH3:10])[C:5]([O:8][CH3:9])=[N:6][CH:7]=1.[NH:11]1[CH2:21][CH2:20][CH:14]([C:15]([O:17][CH2:18][CH3:19])=[O:16])[CH2:13][CH2:12]1.CC(C)([O-])C.[Na+]. The product is [CH2:18]([O:17][C:15]([CH:14]1[CH2:20][CH2:21][N:11]([C:2]2[CH:7]=[N:6][C:5]([O:8][CH3:9])=[C:4]([CH3:10])[CH:3]=2)[CH2:12][CH2:13]1)=[O:16])[CH3:19]. (7) The reactants are [Cl:1][C:2]1[N:7]=[C:6](Cl)[C:5]([NH:9][CH:10]2[CH2:15][CH2:14][S:13][CH2:12][CH2:11]2)=[CH:4][N:3]=1.Cl.[NH:17]1[CH2:22][CH2:21][O:20][CH2:19][CH:18]1[C:23](O)=[O:24].C(N(C(C)C)CC)(C)C.O. The catalyst is CS(C)=O. The product is [Cl:1][C:2]1[N:3]=[CH:4][C:5]2[N:9]([CH:10]3[CH2:15][CH2:14][S:13][CH2:12][CH2:11]3)[C:23](=[O:24])[CH:18]3[CH2:19][O:20][CH2:21][CH2:22][N:17]3[C:6]=2[N:7]=1. The yield is 0.0750. (8) The product is [OH:1][C:2]1[N:7]=[C:6]([C:8]2[CH:13]=[CH:12][CH:11]=[CH:10][CH:9]=2)[N:5]([C:14]2[CH:15]=[CH:16][CH:17]=[CH:18][CH:19]=2)[C:4](=[O:20])[C:3]=1[C:32]([NH:31][CH2:47][C:48]([OH:50])=[O:49])=[O:57]. The reactants are [OH:1][C:2]1[N:7]=[C:6]([C:8]2[CH:13]=[CH:12][CH:11]=[CH:10][CH:9]=2)[N:5]([C:14]2[CH:19]=[CH:18][CH:17]=[CH:16][CH:15]=2)[C:4](=[O:20])[CH:3]=1.[Cl-].C[Al+]C.CCCCCC.[NH2:31][C:32]1C=CC=CC=1.C(#N)C1C=CC=CC=1.C(OCC)(=O)[CH2:47][C:48]([O:50]CC)=[O:49].[OH2:57]. The catalyst is C1(C)C=CC=CC=1.C[O-].[Na+].COCCO. The yield is 0.310. (9) The reactants are [C:1]([C:3]1[CH:8]=[C:7]([N+:9]([O-])=O)[CH:6]=[CH:5][C:4]=1[N:12]1[CH2:17][CH2:16][CH:15]([CH:18]([C:24]2[CH:29]=[CH:28][CH:27]=[CH:26][CH:25]=2)[C:19]([NH:21][CH2:22][CH3:23])=[O:20])[CH2:14][CH2:13]1)#[N:2].C(N[C:33](=[O:47])[CH:34]([C:41]1C=CC=C[CH:42]=1)[CH:35]1CCNC[CH2:36]1)C.FC1C=CC([N+]([O-])=O)=CC=1C#N.C([O-])([O-])=O.[K+].[K+]. The catalyst is CN(C=O)C.O. The product is [C:1]([C:3]1[CH:8]=[C:7]([NH:9][C:33](=[O:47])[CH:34]([CH2:41][CH3:42])[CH2:35][CH3:36])[CH:6]=[CH:5][C:4]=1[N:12]1[CH2:17][CH2:16][CH:15]([CH:18]([C:19](=[O:20])[NH:21][CH2:22][CH3:23])[C:24]2[CH:29]=[CH:28][CH:27]=[CH:26][CH:25]=2)[CH2:14][CH2:13]1)#[N:2]. The yield is 0.860. (10) The reactants are [C:1]([O-:4])(=[O:3])[CH3:2].[Na+].Cl[CH2:7][Si:8]([O:11][CH3:12])([CH3:10])[CH3:9]. The catalyst is [Br-].C([P+](CCCC)(CCCC)CCCC)CCC. The product is [C:1]([O:4][CH2:7][Si:8]([O:11][CH3:12])([CH3:10])[CH3:9])(=[O:3])[CH3:2]. The yield is 0.940.